Dataset: Reaction yield outcomes from USPTO patents with 853,638 reactions. Task: Predict the reaction yield, written as a fraction of the theoretical maximum amount of product (1.0 means a 100% yield; for example, 0.34 means a 34% yield). (1) The reactants are [Cl:1][C:2]1[CH:7]=[C:6]2[NH:8][C:9](=[O:35])[C:10]3([CH:15]([C:16]4[CH:21]=[CH:20][CH:19]=[C:18]([Cl:22])[CH:17]=4)[CH2:14][C:13](=O)[NH:12][CH:11]3[C:24]3[CH:29]=[C:28]([F:30])[CH:27]=[CH:26][C:25]=3[C:31]([F:34])([F:33])[F:32])[C:5]2=[CH:4][CH:3]=1.[BH4-].[Na+]. The catalyst is CO. The product is [Cl:1][C:2]1[CH:7]=[C:6]2[NH:8][C:9](=[O:35])[C:10]3([CH:15]([C:16]4[CH:21]=[CH:20][CH:19]=[C:18]([Cl:22])[CH:17]=4)[CH2:14][CH2:13][NH:12][CH:11]3[C:24]3[CH:29]=[C:28]([F:30])[CH:27]=[CH:26][C:25]=3[C:31]([F:34])([F:33])[F:32])[C:5]2=[CH:4][CH:3]=1. The yield is 0.297. (2) The reactants are [C:1]([O:5][C:6]([C@@H:8]([C@@H:12]([C:16]1[CH:21]=[CH:20][C:19]([C:22]([F:25])([F:24])[F:23])=[CH:18][CH:17]=1)/[CH:13]=[CH:14]/[CH3:15])[C:9]([OH:11])=[O:10])=[O:7])([CH3:4])([CH3:3])[CH3:2].CO.[Si](C=[N+]=[N-])(C)(C)[CH3:29]. The catalyst is C1C=CC=CC=1.CCCCCC. The product is [C:1]([O:5][C:6]([C@@H:8]([C@@H:12]([C:16]1[CH:17]=[CH:18][C:19]([C:22]([F:23])([F:24])[F:25])=[CH:20][CH:21]=1)/[CH:13]=[CH:14]/[CH3:15])[C:9]([O:11][CH3:29])=[O:10])=[O:7])([CH3:2])([CH3:3])[CH3:4]. The yield is 0.980. (3) The reactants are [Br:1][C:2]1[CH:3]=[C:4]2[C:8](=[CH:9][CH:10]=1)[NH:7][CH2:6][CH2:5]2.[N+:11]([O-])([O-:13])=[O:12].[K+].C([O-])([O-])=O.[Na+].[Na+]. The catalyst is OS(O)(=O)=O. The product is [Br:1][C:2]1[CH:3]=[C:4]2[C:8](=[CH:9][C:10]=1[N+:11]([O-:13])=[O:12])[NH:7][CH2:6][CH2:5]2. The yield is 0.760. (4) The reactants are N(C(OC(C)(C)C)=O)=NC(OC(C)(C)C)=O.[Cl:17][C:18]1[C:27]2[C:22](=[CH:23][C:24]([OH:30])=[C:25]([O:28][CH3:29])[CH:26]=2)[N:21]=[CH:20][N:19]=1.[CH3:31][N:32]1[CH2:37][CH2:36][N:35]([CH2:38][CH2:39][CH2:40]O)[CH2:34][CH2:33]1.C1(P(C2C=CC=CC=2)C2C=CC=CC=2)C=CC=CC=1. The catalyst is ClCCl. The product is [Cl:17][C:18]1[C:27]2[C:22](=[CH:23][C:24]([O:30][CH2:40][CH2:39][CH2:38][N:35]3[CH2:36][CH2:37][N:32]([CH3:31])[CH2:33][CH2:34]3)=[C:25]([O:28][CH3:29])[CH:26]=2)[N:21]=[CH:20][N:19]=1. The yield is 0.740. (5) The reactants are [Br:1][C:2]1[CH:3]=[C:4]([C:14]([OH:16])=O)[C:5]2[CH:6]=[CH:7][N:8]([CH:11]([CH3:13])[CH3:12])[C:9]=2[CH:10]=1.[NH2:17][CH2:18][C:19]1[C:20](=[O:27])[NH:21][C:22]([CH3:26])=[CH:23][C:24]=1[CH3:25].ON1C2N=CC=CC=2N=N1.C(Cl)CCl.CN1CCOCC1. The catalyst is CS(C)=O. The product is [Br:1][C:2]1[CH:3]=[C:4]([C:14]([NH:17][CH2:18][C:19]2[C:20](=[O:27])[NH:21][C:22]([CH3:26])=[CH:23][C:24]=2[CH3:25])=[O:16])[C:5]2[CH:6]=[CH:7][N:8]([CH:11]([CH3:12])[CH3:13])[C:9]=2[CH:10]=1. The yield is 0.744. (6) The reactants are [Cl:1][C:2]1[C:7]([O:8][CH3:9])=[CH:6][C:5]([O:10][CH3:11])=[CH:4][C:3]=1[C:12]1[C:23](=[O:24])[NH:22][C:15]2[N:16]=[C:17]([S:20][CH3:21])[N:18]=[CH:19][C:14]=2[CH:13]=1.I[CH2:26][CH2:27][C:28]1[CH:29]=[CH:30][C:31]([NH:34][C:35](=[O:41])[O:36][C:37]([CH3:40])([CH3:39])[CH3:38])=[N:32][CH:33]=1. No catalyst specified. The product is [Cl:1][C:2]1[C:7]([O:8][CH3:9])=[CH:6][C:5]([O:10][CH3:11])=[CH:4][C:3]=1[C:12]1[C:23](=[O:24])[N:22]([CH2:26][CH2:27][C:28]2[CH:29]=[CH:30][C:31]([NH:34][C:35](=[O:41])[O:36][C:37]([CH3:40])([CH3:39])[CH3:38])=[N:32][CH:33]=2)[C:15]2[N:16]=[C:17]([S:20][CH3:21])[N:18]=[CH:19][C:14]=2[CH:13]=1. The yield is 0.900.